From a dataset of Forward reaction prediction with 1.9M reactions from USPTO patents (1976-2016). Predict the product of the given reaction. (1) Given the reactants [CH2:1]([O:3][C:4](=[O:16])[CH:5]=[CH:6][C:7]1[CH:12]=[CH:11][C:10]([N+:13]([O-:15])=[O:14])=[CH:9][CH:8]=1)[CH3:2].CC1C=CC(S([CH2:27][N+:28]#[C-:29])(=O)=O)=CC=1.[H-].[Na+].C(Cl)Cl, predict the reaction product. The product is: [CH2:1]([O:3][C:4]([C:5]1[C:6]([C:7]2[CH:12]=[CH:11][C:10]([N+:13]([O-:15])=[O:14])=[CH:9][CH:8]=2)=[CH:29][NH:28][CH:27]=1)=[O:16])[CH3:2]. (2) The product is: [CH2:11]([S:8]([C:4]1[CH:3]=[C:2]([CH:7]=[CH:6][CH:5]=1)[O:35][C:31]1[CH:30]=[C:29]([C:28]2[N:19]3[N:20]=[CH:21][CH:22]=[C:23]([C:24]([F:27])([F:26])[F:25])[C:18]3=[N:17][C:16]=2[CH:13]([CH3:15])[CH3:14])[CH:34]=[CH:33][CH:32]=1)(=[O:10])=[O:9])[CH3:12]. Given the reactants Br[C:2]1[CH:7]=[CH:6][CH:5]=[C:4]([S:8]([CH2:11][CH3:12])(=[O:10])=[O:9])[CH:3]=1.[CH:13]([C:16]1[N:17]=[C:18]2[C:23]([C:24]([F:27])([F:26])[F:25])=[CH:22][CH:21]=[N:20][N:19]2[C:28]=1[C:29]1[CH:30]=[C:31]([OH:35])[CH:32]=[CH:33][CH:34]=1)([CH3:15])[CH3:14], predict the reaction product. (3) Given the reactants [Cl:1][C:2]1[C:9]([Cl:10])=[CH:8][CH:7]=[CH:6][C:3]=1[CH:4]=O.[NH2:11][C:12]1[CH:16]=[CH:15][NH:14][N:13]=1.[C:17]([CH2:25][C:26]([O:28][CH2:29][CH3:30])=[O:27])(=O)[C:18]1[CH:23]=[CH:22][CH:21]=[CH:20][CH:19]=1, predict the reaction product. The product is: [Cl:1][C:2]1[C:9]([Cl:10])=[CH:8][CH:7]=[CH:6][C:3]=1[CH:4]1[C:25]([C:26]([O:28][CH2:29][CH3:30])=[O:27])=[C:17]([C:18]2[CH:19]=[CH:20][CH:21]=[CH:22][CH:23]=2)[NH:11][C:12]2=[N:13][NH:14][CH:15]=[C:16]12. (4) Given the reactants [CH2:1]([O:3][C:4](=[O:23])[CH2:5][N:6]1[CH:14]=[N:13][C:12]2[C:7]1=[N:8][C:9](Cl)=[N:10][C:11]=2[C:15]1[CH:20]=[CH:19][CH:18]=[C:17]([OH:21])[CH:16]=1)[CH3:2].[NH:24]1[CH2:29][CH2:28][O:27][CH2:26][CH2:25]1, predict the reaction product. The product is: [CH2:1]([O:3][C:4](=[O:23])[CH2:5][N:6]1[CH:14]=[N:13][C:12]2[C:7]1=[N:8][C:9]([N:24]1[CH2:29][CH2:28][O:27][CH2:26][CH2:25]1)=[N:10][C:11]=2[C:15]1[CH:20]=[CH:19][CH:18]=[C:17]([OH:21])[CH:16]=1)[CH3:2].